Dataset: Catalyst prediction with 721,799 reactions and 888 catalyst types from USPTO. Task: Predict which catalyst facilitates the given reaction. (1) The catalyst class is: 366. Product: [CH2:1]([NH:3][C:4]([C@@H:5]1[C@@H:6]([CH3:7])[O:26][C:10]([C:11]2[CH:16]=[CH:15][C:14]([C:17]#[C:18][C:19]3[CH:24]=[CH:23][CH:22]=[CH:21][CH:20]=3)=[CH:13][C:12]=2[OH:25])=[N:9]1)=[O:27])[CH3:2]. Reactant: [CH2:1]([NH:3][C:4](=[O:27])[C@@H:5]([NH:9][C:10](=[O:26])[C:11]1[CH:16]=[CH:15][C:14]([C:17]#[C:18][C:19]2[CH:24]=[CH:23][CH:22]=[CH:21][CH:20]=2)=[CH:13][C:12]=1[OH:25])[C@H:6](O)[CH3:7])[CH3:2].S(Cl)(Cl)=O.CO. (2) Reactant: [N:1]1[CH:6]=[C:5]([C:7]([NH:9][C:10]2([C:13]([OH:15])=O)[CH2:12][CH2:11]2)=[O:8])[CH:4]=[N:3][CH:2]=1.C1N=CN(C(N2C=NC=C2)=O)C=1.[NH2:28][CH2:29][C:30]1[CH:35]=[CH:34][C:33]([N:36]([C:38]2[CH:43]=[CH:42][C:41]([O:44][CH3:45])=[CH:40][C:39]=2[CH3:46])[CH3:37])=[CH:32][CH:31]=1.C(N(C(C)C)CC)(C)C. Product: [CH3:45][O:44][C:41]1[CH:42]=[CH:43][C:38]([N:36]([CH3:37])[C:33]2[CH:34]=[CH:35][C:30]([CH2:29][NH:28][C:13]([C:10]3([NH:9][C:7]([C:5]4[CH:4]=[N:3][CH:2]=[N:1][CH:6]=4)=[O:8])[CH2:11][CH2:12]3)=[O:15])=[CH:31][CH:32]=2)=[C:39]([CH3:46])[CH:40]=1. The catalyst class is: 3. (3) Reactant: [CH3:1][C:2]1[CH:3]=[C:4]([N:11](C2C=CC=CC=2)[C:12](=[O:14])[O-])[C:5]([O:9][CH3:10])=[N:6][C:7]=1[CH3:8].[C:21]1([C:27]2([C:33]3[CH:38]=[CH:37][CH:36]=[CH:35][CH:34]=3)[CH2:32][CH2:31][NH:30][CH2:29][CH2:28]2)[CH:26]=[CH:25][CH:24]=[CH:23][CH:22]=1.C1CCN2C(=NCCC2)CC1. Product: [CH3:1][C:2]1[CH:3]=[C:4]([NH:11][C:12]([N:30]2[CH2:31][CH2:32][C:27]([C:21]3[CH:26]=[CH:25][CH:24]=[CH:23][CH:22]=3)([C:33]3[CH:38]=[CH:37][CH:36]=[CH:35][CH:34]=3)[CH2:28][CH2:29]2)=[O:14])[C:5]([O:9][CH3:10])=[N:6][C:7]=1[CH3:8]. The catalyst class is: 1. (4) Reactant: [CH3:1][NH:2][S:3]([C:6]1[S:7][C:8]([NH2:11])=[N:9][N:10]=1)(=[O:5])=[O:4].[CH:12]1([NH:18][C@H:19]2[CH2:24][CH2:23][C@H:22]([CH3:25])[CH2:21][CH2:20]2)[CH2:17][CH2:16][CH2:15][CH2:14][CH2:13]1.C1C[O:29][CH2:28]C1.C1(C)C=CC=CC=1. Product: [CH3:1][NH:2][S:3]([C:6]1[S:7][C:8]([NH:11][C:28]([N:18]([CH:12]2[CH2:13][CH2:14][CH2:15][CH2:16][CH2:17]2)[C@H:19]2[CH2:20][CH2:21][C@H:22]([CH3:25])[CH2:23][CH2:24]2)=[O:29])=[N:9][N:10]=1)(=[O:5])=[O:4]. The catalyst class is: 142. (5) Reactant: CCN(C(C)C)C(C)C.[C:10]([NH:18][CH2:19][C:20]([OH:22])=O)(=[O:17])[C:11]1[CH:16]=[CH:15][CH:14]=[CH:13][CH:12]=1.C1C=CC2N(O)N=NC=2C=1.CCN=C=NCCCN(C)C.Cl.Cl.[N:46]1([C:52]([C:54]2[CH:59]=[CH:58][CH:57]=[CH:56][C:55]=2[C:60]([F:63])([F:62])[F:61])=[O:53])[CH2:51][CH2:50][NH:49][CH2:48][CH2:47]1. Product: [O:22]=[C:20]([N:49]1[CH2:50][CH2:51][N:46]([C:52](=[O:53])[C:54]2[CH:59]=[CH:58][CH:57]=[CH:56][C:55]=2[C:60]([F:63])([F:61])[F:62])[CH2:47][CH2:48]1)[CH2:19][NH:18][C:10](=[O:17])[C:11]1[CH:12]=[CH:13][CH:14]=[CH:15][CH:16]=1. The catalyst class is: 18. (6) Reactant: [O:1]1[C:5]2[CH:6]=[CH:7][CH:8]=[CH:9][C:4]=2[C:3]([CH2:10][N:11]2[C:17](=[O:18])[C@@H:16]([NH:19][C:20](=[O:32])[C@@H:21]([N:23]([CH3:31])C(=O)OC(C)(C)C)[CH3:22])[CH2:15][NH:14][C:13]3[CH:33]=[CH:34][CH:35]=[CH:36][C:12]2=3)=[N:2]1.O1C2C=CC=CC=2C(CN2C[C@H](NC(=O)[C@@H](N(C)C(=O)OC(C)(C)C)C)C(=O)NC3C=CC=CC2=3)=N1.N1C=CC=CC=1.[N+:79]([C:82]1[CH:90]=[CH:89][C:85]([C:86]([Cl:88])=[O:87])=[CH:84][CH:83]=1)([O-])=O. Product: [ClH:88].[NH2:79][C:82]1[CH:90]=[CH:89][C:85]([C:86]([N:14]2[CH2:15][C@H:16]([NH:19][C:20](=[O:32])[C@@H:21]([NH:23][CH3:31])[CH3:22])[C:17](=[O:18])[N:11]([CH2:10][C:3]3[C:4]4[CH:9]=[CH:8][CH:7]=[CH:6][C:5]=4[O:1][N:2]=3)[C:12]3[CH:36]=[CH:35][CH:34]=[CH:33][C:13]2=3)=[O:87])=[CH:84][CH:83]=1. The catalyst class is: 34. (7) Reactant: Br[C:2]1[C:7]2=[CH:8][CH:9]=[C:10]3[C:19](N=C4C(C=CC=C4C(O)=O)=N3)=[C:6]2[CH:5]=[CH:4][CH:3]=1.[Cu][C:24]#[N:25].CN(C)C=[O:29]. Product: [C:24]([C:2]1[CH:3]=[CH:4][CH:5]=[C:6]2[C:7]=1[CH2:8][CH2:9][CH2:10][C:19]2=[O:29])#[N:25]. The catalyst class is: 6. (8) Reactant: [CH:1]1([NH:4][C:5]2[N:13]=[C:12]([NH:14]C(=O)C(C)C)[N:11]=[C:10]3[C:6]=2[N:7]=[CH:8][N:9]3[C@@H:20]2[CH2:24][C@H:23]([CH2:25][OH:26])[CH:22]=[CH:21]2)[CH2:3][CH2:2]1.[OH-].[Na+].COC(C)(C)C.[OH:35][S:36]([OH:39])(=[O:38])=[O:37]. Product: [CH2:2]1[CH:1]([NH:4][C:5]2[C:6]3[N:7]=[CH:8][N:9]([C@H:20]4[CH:21]=[CH:22][C@@H:23]([CH2:25][OH:26])[CH2:24]4)[C:10]=3[N:11]=[C:12]([NH2:14])[N:13]=2)[CH2:3]1.[CH2:2]1[CH:1]([NH:4][C:5]2[C:6]3[N:7]=[CH:8][N:9]([C@H:20]4[CH:21]=[CH:22][C@@H:23]([CH2:25][OH:26])[CH2:24]4)[C:10]=3[N:11]=[C:12]([NH2:14])[N:13]=2)[CH2:3]1.[OH:38][S:36]([OH:39])(=[O:37])=[O:35]. The catalyst class is: 32. (9) Reactant: [Br:1][C:2]1[CH:3]=[C:4]2[C:9](=[O:10])[O:8][C:6](=O)[C:5]2=[CH:11][CH:12]=1.Br.[NH2:14][C@@:15]1([CH3:23])[CH2:20][CH2:19][C:18](=[O:21])[NH:17][C:16]1=[O:22].C([O-])(=O)C.[Na+]. Product: [Br:1][C:2]1[CH:3]=[C:4]2[C:5](=[CH:11][CH:12]=1)[C:6](=[O:8])[N:14]([C@@:15]1([CH3:23])[CH2:20][CH2:19][C:18](=[O:21])[NH:17][C:16]1=[O:22])[C:9]2=[O:10]. The catalyst class is: 15. (10) The catalyst class is: 5. Reactant: [CH3:1][O:2][C:3]1[CH:4]=[C:5]2[C:10](=[CH:11][CH:12]=1)[C:9](=O)[CH2:8][CH2:7][CH2:6]2.Cl.[NH2:15][OH:16].C([O-])(=O)C.[Na+]. Product: [CH3:1][O:2][C:3]1[CH:4]=[C:5]2[C:10](=[CH:11][CH:12]=1)[C:9](=[N:15][OH:16])[CH2:8][CH2:7][CH2:6]2.